From a dataset of Peptide-MHC class I binding affinity with 185,985 pairs from IEDB/IMGT. Regression. Given a peptide amino acid sequence and an MHC pseudo amino acid sequence, predict their binding affinity value. This is MHC class I binding data. (1) The peptide sequence is LMSFTILCL. The MHC is HLA-A68:02 with pseudo-sequence HLA-A68:02. The binding affinity (normalized) is 0.393. (2) The peptide sequence is NETPGIRY. The MHC is H-2-Kk with pseudo-sequence H-2-Kk. The binding affinity (normalized) is 0.0929. (3) The peptide sequence is YRYTYRCHR. The MHC is HLA-B15:09 with pseudo-sequence HLA-B15:09. The binding affinity (normalized) is 0.0847. (4) The peptide sequence is APAKKAAAK. The MHC is HLA-B57:01 with pseudo-sequence HLA-B57:01. The binding affinity (normalized) is 0.0847. (5) The peptide sequence is EPADHLAIM. The MHC is HLA-B39:01 with pseudo-sequence HLA-B39:01. The binding affinity (normalized) is 0.344. (6) The peptide sequence is RYQRMTGGY. The MHC is HLA-A24:03 with pseudo-sequence HLA-A24:03. The binding affinity (normalized) is 0.826. (7) The peptide sequence is DTIESAKTK. The binding affinity (normalized) is 0. The MHC is HLA-A02:02 with pseudo-sequence HLA-A02:02. (8) The peptide sequence is SADLTVEKV. The MHC is HLA-A02:01 with pseudo-sequence HLA-A02:01. The binding affinity (normalized) is 0.125. (9) The peptide sequence is FLILPQAKK. The MHC is HLA-A02:16 with pseudo-sequence HLA-A02:16. The binding affinity (normalized) is 0.0847. (10) The peptide sequence is CVDIFTEGKI. The MHC is HLA-A02:06 with pseudo-sequence HLA-A02:06. The binding affinity (normalized) is 0.0806.